Dataset: Forward reaction prediction with 1.9M reactions from USPTO patents (1976-2016). Task: Predict the product of the given reaction. (1) Given the reactants [CH:1]([C:5]([CH3:10])([CH2:8][OH:9])[CH2:6][OH:7])([CH2:3][CH3:4])[CH3:2].[CH3:11][CH:12]1[CH:17]=[C:16]([CH3:18])[CH2:15][CH2:14][CH:13]1[CH:19]=O, predict the reaction product. The product is: [CH:1]([C:5]1([CH3:10])[CH2:8][O:9][CH:19]([CH:13]2[CH2:14][CH2:15][C:16]([CH3:18])=[CH:17][CH:12]2[CH3:11])[O:7][CH2:6]1)([CH2:3][CH3:4])[CH3:2]. (2) Given the reactants [NH2:1][CH2:2][C:3]1[CH:4]=[C:5]([CH:9]2[N:12]([C:13]3[CH:18]=[CH:17][C:16]([F:19])=[CH:15][CH:14]=3)[C:11](=[O:20])[CH:10]2[CH2:21][CH2:22][CH:23]([C:25]2[CH:30]=[CH:29][C:28]([F:31])=[CH:27][CH:26]=2)[OH:24])[CH:6]=[CH:7][CH:8]=1.[OH:32][CH:33]([CH:55]([OH:62])[CH:56]([OH:61])[CH:57]([OH:60])[CH2:58][OH:59])[C:34](=[O:54])[CH2:35][O:36][CH2:37][CH2:38][O:39][CH2:40][CH2:41][NH:42][C:43]([CH2:45][O:46][CH2:47][CH2:48][O:49][CH2:50][C:51](O)=[O:52])=[O:44].C(N=C=NC(C)C)(C)C.OC1C2N=NNC=2C=CC=1, predict the reaction product. The product is: [F:19][C:16]1[CH:15]=[CH:14][C:13]([N:12]2[C:11](=[O:20])[CH:10]([CH2:21][CH2:22][CH:23]([C:25]3[CH:26]=[CH:27][C:28]([F:31])=[CH:29][CH:30]=3)[OH:24])[CH:9]2[C:5]2[CH:4]=[C:3]([CH:8]=[CH:7][CH:6]=2)[CH2:2][NH:1][C:51](=[O:52])[CH2:50][O:49][CH2:48][CH2:47][O:46][CH2:45][C:43](=[O:44])[NH:42][CH2:41][CH2:40][O:39][CH2:38][CH2:37][O:36][CH2:35][C:34](=[O:54])[CH:33]([OH:32])[CH:55]([OH:62])[CH:56]([OH:61])[CH:57]([OH:60])[CH2:58][OH:59])=[CH:18][CH:17]=1. (3) Given the reactants C(O[C:4]([C:6]1[N:7]=[C:8]([CH:12]([CH3:14])C)S[C:10]=1N)=O)C.C(O[C:18]([C:20]1[N:21]=[C:22]([CH:32]([CH3:34])[CH3:33])[S:23][C:24]=1[NH:25][C:26]1[CH:27]=[N:28][CH:29]=[CH:30][CH:31]=1)=[O:19])C.C(C1SC(NC2C=NC=CC=2)=C(C(O)=O)[N:42]=1)(C)C, predict the reaction product. The product is: [CH3:10][C:6]1[N:7]=[C:8]([NH:42][C:18]([C:20]2[N:21]=[C:22]([CH:32]([CH3:33])[CH3:34])[S:23][C:24]=2[NH:25][C:26]2[CH:27]=[N:28][CH:29]=[CH:30][CH:31]=2)=[O:19])[CH:12]=[CH:14][CH:4]=1. (4) Given the reactants Br[CH2:2][C:3]1[CH:7]=[CH:6][S:5][CH:4]=1.[CH3:8][C:9]1[N:14]=[C:13]([SH:15])[N:12]=[C:11]([OH:16])[CH:10]=1.C(N(CC)CC)C, predict the reaction product. The product is: [CH3:8][C:9]1[N:14]=[C:13]([S:15][CH2:2][C:3]2[CH:7]=[CH:6][S:5][CH:4]=2)[N:12]=[C:11]([OH:16])[CH:10]=1. (5) Given the reactants [CH3:1][C:2]([CH3:6])([NH2:5])[CH2:3][NH2:4].[Cl:7][C:8]1[CH:13]=[CH:12][C:11]([C:14](=O)[CH:15](O)O)=[CH:10][CH:9]=1.[BH4-].[Na+].[C:21]([O:25][C:26](O[C:26]([O:25][C:21]([CH3:24])([CH3:23])[CH3:22])=[O:27])=[O:27])([CH3:24])([CH3:23])[CH3:22], predict the reaction product. The product is: [Cl:7][C:8]1[CH:9]=[CH:10][C:11]([CH:14]2[CH2:15][N:4]([C:26]([O:25][C:21]([CH3:24])([CH3:23])[CH3:22])=[O:27])[CH2:3][C:2]([CH3:6])([CH3:1])[NH:5]2)=[CH:12][CH:13]=1. (6) Given the reactants Br[C:2]1[C:10]2[C:5](=[CH:6][CH:7]=[C:8]([C:11]3[C:16]([F:17])=[CH:15][CH:14]=[CH:13][C:12]=3[F:18])[CH:9]=2)[N:4]([S:19]([C:22]2[CH:28]=[CH:27][C:25]([CH3:26])=[CH:24][CH:23]=2)(=[O:21])=[O:20])[CH:3]=1.[B:29]1([B:29]2[O:33][C:32]([CH3:35])([CH3:34])[C:31]([CH3:37])([CH3:36])[O:30]2)[O:33][C:32]([CH3:35])([CH3:34])[C:31]([CH3:37])([CH3:36])[O:30]1.C([O-])(=O)C.[K+], predict the reaction product. The product is: [F:18][C:12]1[CH:13]=[CH:14][CH:15]=[C:16]([F:17])[C:11]=1[C:8]1[CH:9]=[C:10]2[C:5](=[CH:6][CH:7]=1)[N:4]([S:19]([C:22]1[CH:28]=[CH:27][C:25]([CH3:26])=[CH:24][CH:23]=1)(=[O:21])=[O:20])[CH:3]=[C:2]2[B:29]1[O:33][C:32]([CH3:35])([CH3:34])[C:31]([CH3:37])([CH3:36])[O:30]1. (7) Given the reactants [NH2:1][C:2]1[C:3]([NH:9][CH2:10][CH3:11])=[N:4][C:5]([F:8])=[CH:6][CH:7]=1.C([O-])(O)=O.[Na+].[Br:17][C:18]1[CH:19]=[C:20]([C:25](Cl)=[O:26])[C:21]([Cl:24])=[N:22][CH:23]=1.O, predict the reaction product. The product is: [Cl:24][C:21]1[C:20]([C:25]([NH:1][C:2]2[C:3]([NH:9][CH2:10][CH3:11])=[N:4][C:5]([F:8])=[CH:6][CH:7]=2)=[O:26])=[CH:19][C:18]([Br:17])=[CH:23][N:22]=1.